This data is from Reaction yield outcomes from USPTO patents with 853,638 reactions. The task is: Predict the reaction yield, written as a fraction of the theoretical maximum amount of product (1.0 means a 100% yield; for example, 0.34 means a 34% yield). The reactants are [CH2:1]([O:8][C:9]1[CH:10]=[CH:11][C:12]([C:20](=[O:23])[CH2:21][Br:22])=[C:13]2[C:18]=1[NH:17][C:16](=[O:19])[CH:15]=[CH:14]2)[C:2]1[CH:7]=[CH:6][CH:5]=[CH:4][CH:3]=1.O1CCCC1.B.CO. The catalyst is C1(C)C=CC=CC=1. The product is [CH2:1]([O:8][C:9]1[CH:10]=[CH:11][C:12]([C@@H:20]([OH:23])[CH2:21][Br:22])=[C:13]2[C:18]=1[NH:17][C:16](=[O:19])[CH:15]=[CH:14]2)[C:2]1[CH:3]=[CH:4][CH:5]=[CH:6][CH:7]=1. The yield is 0.810.